Dataset: Reaction yield outcomes from USPTO patents with 853,638 reactions. Task: Predict the reaction yield, written as a fraction of the theoretical maximum amount of product (1.0 means a 100% yield; for example, 0.34 means a 34% yield). (1) The reactants are [N:1]1[N:5]2[CH:6]=[CH:7][C:8]([OH:10])=[CH:9][C:4]2=[CH:3][CH:2]=1.[F:11][C:12]([F:25])([F:24])[S:13](O[S:13]([C:12]([F:25])([F:24])[F:11])(=[O:15])=[O:14])(=[O:15])=[O:14]. The catalyst is N1C=CC=CC=1. The product is [N:1]1[N:5]2[CH:6]=[CH:7][C:8]([O:10][S:13]([C:12]([F:25])([F:24])[F:11])(=[O:15])=[O:14])=[CH:9][C:4]2=[CH:3][CH:2]=1. The yield is 0.340. (2) The reactants are C([O:3][C:4]([C:6]1[C:15](=[O:16])[C:14]2[C:9](=[CH:10][CH:11]=[CH:12][C:13]=2[O:17][CH3:18])[NH:8][CH:7]=1)=[O:5])C. The catalyst is [OH-].[Na+]. The product is [CH3:18][O:17][C:13]1[CH:12]=[CH:11][CH:10]=[C:9]2[C:14]=1[C:15](=[O:16])[C:6]([C:4]([OH:5])=[O:3])=[CH:7][NH:8]2. The yield is 0.520. (3) The reactants are [CH3:1][O:2][C:3]1[CH:4]=[C:5]2[C:10](=[CH:11][CH:12]=1)[N:9]=[CH:8][CH:7]=[C:6]2[N:13]1[CH:21]=[C:20]2[C:15]([CH2:16][CH2:17][CH:18]([NH2:22])[CH2:19]2)=[N:14]1.Cl[CH2:24][C:25]([C:27]1[CH:28]=[CH:29][C:30]2[O:35][CH2:34][C:33](=[O:36])[NH:32][C:31]=2[CH:37]=1)=[O:26].CCN(CC)CC. The catalyst is CN(C=O)C. The product is [CH3:1][O:2][C:3]1[CH:4]=[C:5]2[C:10](=[CH:11][CH:12]=1)[N:9]=[CH:8][CH:7]=[C:6]2[N:13]1[CH:21]=[C:20]2[C:15]([CH2:16][CH2:17][CH:18]([NH:22][CH2:24][C:25]([C:27]3[CH:28]=[CH:29][C:30]4[O:35][CH2:34][C:33](=[O:36])[NH:32][C:31]=4[CH:37]=3)=[O:26])[CH2:19]2)=[N:14]1. The yield is 0.100.